Dataset: Reaction yield outcomes from USPTO patents with 853,638 reactions. Task: Predict the reaction yield, written as a fraction of the theoretical maximum amount of product (1.0 means a 100% yield; for example, 0.34 means a 34% yield). (1) The reactants are [CH2:31]([N:21](CCC[N:21]([CH2:31][C:32]1[CH:37]=CC=C[CH:33]=1)[C:22]([O:24][CH2:25][C:26]1[S:30][CH:29]=[N:28][CH:27]=1)=[O:23])[C:22](=[O:23])[O:24][CH2:25][C:26]1[S:30][CH:29]=[N:28][CH:27]=1)[C:32]1[CH:37]=CC=C[CH:33]=1.[C:38]([NH:45]CCCN)([O:40][C:41](C)(C)[CH3:42])=[O:39].[CH:50](N(C(C)C)CC)(C)C. No catalyst specified. The product is [C:38](=[O:39])([O:40][CH2:41][CH2:42][CH:31]([C:32]([CH3:33])([CH3:37])[CH3:50])[NH:21][C:22]([O:24][CH2:25][C:26]1[S:30][CH:29]=[N:28][CH:27]=1)=[O:23])[NH2:45]. The yield is 0.380. (2) The reactants are Br[C:2]1[CH:3]=[C:4]([C:8]([O:10][CH3:11])=[O:9])[S:5][C:6]=1[Cl:7].[CH2:12]([N:14]1[C:18](B2OC(C)(C)C(C)(C)O2)=[C:17]([CH3:28])[CH:16]=[N:15]1)[CH3:13].C(=O)([O-])[O-].[Na+].[Na+]. The catalyst is C1COCC1.C1C=CC(P(C2C=CC=CC=2)[C-]2C=CC=C2)=CC=1.C1C=CC(P(C2C=CC=CC=2)[C-]2C=CC=C2)=CC=1.Cl[Pd]Cl.[Fe+2]. The product is [Cl:7][C:6]1[S:5][C:4]([C:8]([O:10][CH3:11])=[O:9])=[CH:3][C:2]=1[C:18]1[N:14]([CH2:12][CH3:13])[N:15]=[CH:16][C:17]=1[CH3:28]. The yield is 0.920. (3) The reactants are [NH:1]1[CH2:6][CH2:5][O:4][CH2:3][CH:2]1[C:7]([NH2:9])=[O:8].C(=O)([O-])O.[Na+].[CH:15](I)([CH3:17])[CH3:16]. The catalyst is C(#N)C.ClCCl. The product is [CH3:16][CH:15]([N:1]1[CH2:6][CH2:5][O:4][CH2:3][CH:2]1[C:7]([NH2:9])=[O:8])[CH3:17]. The yield is 0.970. (4) The reactants are [CH3:1][O:2][C:3](=[O:15])[CH2:4][CH2:5][C:6]1[CH:11]=[CH:10][C:9]([CH2:12]O)=[CH:8][C:7]=1[CH3:14].C(N(CC)CC)C.S(Cl)([Cl:25])=O.O. The catalyst is C(Cl)Cl. The product is [CH3:1][O:2][C:3](=[O:15])[CH2:4][CH2:5][C:6]1[CH:11]=[CH:10][C:9]([CH2:12][Cl:25])=[CH:8][C:7]=1[CH3:14]. The yield is 0.910.